From a dataset of Forward reaction prediction with 1.9M reactions from USPTO patents (1976-2016). Predict the product of the given reaction. (1) Given the reactants [CH3:1][C@@H:2]1[CH2:7][N:6]([C:8]2[C:21]([CH:22]=O)=[CH:20][C:11]3[C:12]([C:15]4[S:16][CH:17]=[CH:18][N:19]=4)=[N:13][O:14][C:10]=3[C:9]=2[F:24])[CH2:5][C@@H:4]([CH3:25])[O:3]1.[NH:26]1[C:31](=[O:32])[CH2:30][C:29](=[O:33])[NH:28][C:27]1=[O:34], predict the reaction product. The product is: [F:24][C:9]1[C:10]2[O:14][N:13]=[C:12]([C:15]3[S:16][CH:17]=[CH:18][N:19]=3)[C:11]=2[CH:20]=[C:21]2[C:8]=1[N:6]1[CH2:7][C@@H:2]([CH3:1])[O:3][C@@H:4]([CH3:25])[C@@H:5]1[C:30]1([C:29](=[O:33])[NH:28][C:27](=[O:34])[NH:26][C:31]1=[O:32])[CH2:22]2. (2) Given the reactants CC(OI1(OC(C)=O)(OC(C)=O)OC(=O)C2C=CC=CC1=2)=O.[C:23]([O:27][C:28]([NH:30][CH2:31][C:32]1[CH:42]=[CH:41][C:35]2[N:36]=[C:37]([CH2:39][OH:40])[S:38][C:34]=2[CH:33]=1)=[O:29])([CH3:26])([CH3:25])[CH3:24], predict the reaction product. The product is: [C:23]([O:27][C:28]([NH:30][CH2:31][C:32]1[CH:42]=[CH:41][C:35]2[N:36]=[C:37]([CH:39]=[O:40])[S:38][C:34]=2[CH:33]=1)=[O:29])([CH3:26])([CH3:24])[CH3:25]. (3) Given the reactants C1N=CN(C(N2C=NC=C2)=O)C=1.C1COCC1.[Br:18][C:19]1[CH:27]=[C:26]([F:28])[C:25]([F:29])=[CH:24][C:20]=1[C:21](O)=[O:22].[BH4-].[Na+], predict the reaction product. The product is: [Br:18][C:19]1[CH:27]=[C:26]([F:28])[C:25]([F:29])=[CH:24][C:20]=1[CH2:21][OH:22]. (4) Given the reactants NC1C=CC=C2C=1C(=O)[N:5]([CH:13]1[CH2:18][CH2:17][C:16](=[O:19])[NH:15][C:14]1=[O:20])C(C)=N2.[CH3:22][C:23]1O[C:25](=[O:36])[C:26]2[C:32]([N+:33]([O-:35])=[O:34])=[CH:31][CH:30]=[CH:29][C:27]=2[N:28]=1.NC1CCC(=O)NC1=O, predict the reaction product. The product is: [CH3:22][C:23]1[N:5]([CH:13]2[CH2:18][CH2:17][C:16](=[O:19])[NH:15][C:14]2=[O:20])[C:25](=[O:36])[C:26]2[C:27](=[CH:29][CH:30]=[CH:31][C:32]=2[N+:33]([O-:35])=[O:34])[N:28]=1. (5) Given the reactants Br[C:2]1[C:7](=[O:8])[N:6]([CH2:9][C:10]2[CH:15]=[CH:14][C:13]([O:16][CH3:17])=[CH:12][CH:11]=2)[N:5]=[C:4]([CH2:18][N:19]2[C:24](=[O:25])[C:23]([O:26][C:27]3[CH:28]=[C:29]([CH:32]=[C:33]([Cl:35])[CH:34]=3)[C:30]#[N:31])=[C:22]([C:36]([F:39])([F:38])[F:37])[N:21]=[CH:20]2)[CH:3]=1.C([Sn](CCCC)(CCCC)[C:45]([O:47][CH2:48][CH3:49])=[CH2:46])CCC, predict the reaction product. The product is: [Cl:35][C:33]1[CH:32]=[C:29]([CH:28]=[C:27]([O:26][C:23]2[C:24](=[O:25])[N:19]([CH2:18][C:4]3[CH:3]=[C:2]([C:45]([O:47][CH2:48][CH3:49])=[CH2:46])[C:7](=[O:8])[N:6]([CH2:9][C:10]4[CH:15]=[CH:14][C:13]([O:16][CH3:17])=[CH:12][CH:11]=4)[N:5]=3)[CH:20]=[N:21][C:22]=2[C:36]([F:39])([F:38])[F:37])[CH:34]=1)[C:30]#[N:31]. (6) Given the reactants CS(Cl)(=O)=O.O[CH2:7][C:8]1[CH:13]=[CH:12][C:11]([CH2:14][NH:15][C:16](=[O:22])[O:17][C:18]([CH3:21])([CH3:20])[CH3:19])=[CH:10][CH:9]=1.C[CH2:24][N:25](CC)CC.CN.C([O-])([O-])=O.[Na+].[Na+], predict the reaction product. The product is: [CH3:24][NH:25][CH2:7][C:8]1[CH:13]=[CH:12][C:11]([CH2:14][NH:15][C:16](=[O:22])[O:17][C:18]([CH3:21])([CH3:20])[CH3:19])=[CH:10][CH:9]=1. (7) Given the reactants [CH3:1][N:2]([S:23]([C:26]1[S:27][CH:28]=[CH:29][CH:30]=1)(=[O:25])=[O:24])[C:3]1[CH:4]=[CH:5][CH:6]=[C:7]2[C:11]=1[NH:10][C:9]([C:12]1[S:13][CH:14]([CH2:17]C(OCC)=O)[CH2:15][N:16]=1)=[CH:8]2.[CH3:31][Mg]Br.[Cl-].[NH4+].[O:36]1[CH2:40][CH2:39]CC1, predict the reaction product. The product is: [OH:36][C:40]([CH3:39])([CH3:31])[CH2:17][CH:14]1[S:13][C:12]([C:9]2[NH:10][C:11]3[C:7]([CH:8]=2)=[CH:6][CH:5]=[CH:4][C:3]=3[N:2]([CH3:1])[S:23]([C:26]2[S:27][CH:28]=[CH:29][CH:30]=2)(=[O:24])=[O:25])=[N:16][CH2:15]1.